This data is from NCI-60 drug combinations with 297,098 pairs across 59 cell lines. The task is: Regression. Given two drug SMILES strings and cell line genomic features, predict the synergy score measuring deviation from expected non-interaction effect. (1) Drug 1: COC1=C(C=C2C(=C1)N=CN=C2NC3=CC(=C(C=C3)F)Cl)OCCCN4CCOCC4. Drug 2: CC1C(C(CC(O1)OC2CC(CC3=C2C(=C4C(=C3O)C(=O)C5=C(C4=O)C(=CC=C5)OC)O)(C(=O)C)O)N)O.Cl. Cell line: IGROV1. Synergy scores: CSS=69.7, Synergy_ZIP=13.4, Synergy_Bliss=13.2, Synergy_Loewe=15.6, Synergy_HSA=17.9. (2) Drug 1: CCC(=C(C1=CC=CC=C1)C2=CC=C(C=C2)OCCN(C)C)C3=CC=CC=C3.C(C(=O)O)C(CC(=O)O)(C(=O)O)O. Drug 2: C(=O)(N)NO. Cell line: NCI-H226. Synergy scores: CSS=1.18, Synergy_ZIP=-0.917, Synergy_Bliss=-0.597, Synergy_Loewe=-0.0902, Synergy_HSA=-0.349. (3) Drug 1: CC12CCC(CC1=CCC3C2CCC4(C3CC=C4C5=CN=CC=C5)C)O. Drug 2: CC1=C(C(=CC=C1)Cl)NC(=O)C2=CN=C(S2)NC3=CC(=NC(=N3)C)N4CCN(CC4)CCO. Cell line: OVCAR-5. Synergy scores: CSS=13.6, Synergy_ZIP=-2.54, Synergy_Bliss=3.49, Synergy_Loewe=1.55, Synergy_HSA=3.66. (4) Drug 1: CCN(CC)CCCC(C)NC1=C2C=C(C=CC2=NC3=C1C=CC(=C3)Cl)OC. Drug 2: CC12CCC3C(C1CCC2OP(=O)(O)O)CCC4=C3C=CC(=C4)OC(=O)N(CCCl)CCCl.[Na+]. Cell line: IGROV1. Synergy scores: CSS=5.40, Synergy_ZIP=-5.45, Synergy_Bliss=-0.586, Synergy_Loewe=-5.84, Synergy_HSA=-3.41. (5) Drug 1: C1CCN(CC1)CCOC2=CC=C(C=C2)C(=O)C3=C(SC4=C3C=CC(=C4)O)C5=CC=C(C=C5)O. Drug 2: C1C(C(OC1N2C=NC(=NC2=O)N)CO)O. Cell line: HL-60(TB). Synergy scores: CSS=30.6, Synergy_ZIP=8.48, Synergy_Bliss=6.57, Synergy_Loewe=-18.3, Synergy_HSA=-4.80. (6) Drug 1: CC1=C2C(C(=O)C3(C(CC4C(C3C(C(C2(C)C)(CC1OC(=O)C(C(C5=CC=CC=C5)NC(=O)C6=CC=CC=C6)O)O)OC(=O)C7=CC=CC=C7)(CO4)OC(=O)C)O)C)OC(=O)C. Drug 2: CC1=C(N=C(N=C1N)C(CC(=O)N)NCC(C(=O)N)N)C(=O)NC(C(C2=CN=CN2)OC3C(C(C(C(O3)CO)O)O)OC4C(C(C(C(O4)CO)O)OC(=O)N)O)C(=O)NC(C)C(C(C)C(=O)NC(C(C)O)C(=O)NCCC5=NC(=CS5)C6=NC(=CS6)C(=O)NCCC[S+](C)C)O. Cell line: HCC-2998. Synergy scores: CSS=31.2, Synergy_ZIP=-6.87, Synergy_Bliss=-3.66, Synergy_Loewe=2.43, Synergy_HSA=3.28.